Predict the product of the given reaction. From a dataset of Forward reaction prediction with 1.9M reactions from USPTO patents (1976-2016). (1) Given the reactants [CH:1]([O:4][C:5]([C:7]1[C@@H:8]([C:35]2[CH:40]=[CH:39][CH:38]=[C:37]([N+:41]([O-:43])=[O:42])[CH:36]=2)[C:9]([C:15]([O:17][CH:18]2[CH2:21][N:20]([CH:22]([C:29]3[CH:34]=[CH:33][CH:32]=[CH:31][CH:30]=3)[C:23]3[CH:28]=[CH:27][CH:26]=[CH:25][CH:24]=3)[CH2:19]2)=[O:16])=[C:10]([NH2:14])[NH:11][C:12]=1[CH3:13])=[O:6])([CH3:3])[CH3:2].[BrH:44], predict the reaction product. The product is: [OH2:4].[OH2:4].[BrH:44].[BrH:44].[CH:1]([O:4][C:5]([C:7]1[C@@H:8]([C:35]2[CH:40]=[CH:39][CH:38]=[C:37]([N+:41]([O-:43])=[O:42])[CH:36]=2)[C:9]([C:15]([O:17][CH:18]2[CH2:19][N:20]([CH:22]([C:29]3[CH:34]=[CH:33][CH:32]=[CH:31][CH:30]=3)[C:23]3[CH:28]=[CH:27][CH:26]=[CH:25][CH:24]=3)[CH2:21]2)=[O:16])=[C:10]([NH2:14])[NH:11][C:12]=1[CH3:13])=[O:6])([CH3:3])[CH3:2]. (2) Given the reactants [NH2:1][C:2]1[CH:7]=[CH:6][C:5]([F:8])=[CH:4][C:3]=1[C:9]1[C:10](=[O:15])[CH2:11][CH2:12][C:13]=1[CH3:14].N1C=CC=CC=1.[C:22]1([CH3:32])[CH:27]=[CH:26][C:25]([S:28](Cl)(=[O:30])=[O:29])=[CH:24][CH:23]=1, predict the reaction product. The product is: [C:22]1([CH3:32])[CH:27]=[CH:26][C:25]([S:28]([NH:1][C:2]2[CH:7]=[CH:6][C:5]([F:8])=[CH:4][C:3]=2[C:9]2[C:10](=[O:15])[CH2:11][CH2:12][C:13]=2[CH3:14])(=[O:30])=[O:29])=[CH:24][CH:23]=1. (3) Given the reactants C(NC(C)C)(C)C.C([Li])CCC.[F:13][C:14]1[CH:28]=[CH:27][C:17]([CH2:18][N:19]2[CH:23]=[CH:22][CH:21]=[C:20]2[C:24](=[O:26])[CH3:25])=[CH:16][CH:15]=1.[C:29]([C:33]1[N:38]=[CH:37][N:36]=[CH:35][CH:34]=1)(OC)=[O:30], predict the reaction product. The product is: [F:13][C:14]1[CH:15]=[CH:16][C:17]([CH2:18][N:19]2[CH:23]=[CH:22][CH:21]=[C:20]2[C:24](=[O:26])[CH2:25][C:29]([C:33]2[CH:34]=[CH:35][N:36]=[CH:37][N:38]=2)=[O:30])=[CH:27][CH:28]=1.